From a dataset of Blood-brain barrier penetration binary classification data from Martins et al.. Regression/Classification. Given a drug SMILES string, predict its absorption, distribution, metabolism, or excretion properties. Task type varies by dataset: regression for continuous measurements (e.g., permeability, clearance, half-life) or binary classification for categorical outcomes (e.g., BBB penetration, CYP inhibition). Dataset: bbb_martins. The compound is COC1=C(C(=O)O)N2C(=O)C(NC(=O)C(N)C3C=CCC=C3)C2SC1. The result is 0 (does not penetrate BBB).